From a dataset of Full USPTO retrosynthesis dataset with 1.9M reactions from patents (1976-2016). Predict the reactants needed to synthesize the given product. (1) Given the product [CH3:26][N:27]1[CH2:32][CH2:31][CH:30]([NH:33][C:15]([C:14]2[C:10]([C:2]3[S:1][C:5]4[CH2:6][CH2:7][CH2:8][CH2:9][C:4]=4[N:3]=3)=[N:11][N:12]([CH2:18][O:19][CH2:20][CH2:21][Si:22]([CH3:23])([CH3:25])[CH3:24])[CH:13]=2)=[O:16])[CH2:29][CH2:28]1, predict the reactants needed to synthesize it. The reactants are: [S:1]1[C:5]2[CH2:6][CH2:7][CH2:8][CH2:9][C:4]=2[N:3]=[C:2]1[C:10]1[C:14]([C:15](O)=[O:16])=[CH:13][N:12]([CH2:18][O:19][CH2:20][CH2:21][Si:22]([CH3:25])([CH3:24])[CH3:23])[N:11]=1.[CH3:26][N:27]1[CH2:32][CH2:31][CH:30]([NH2:33])[CH2:29][CH2:28]1.CN(C(ON1N=NC2C=CC=NC1=2)=[N+](C)C)C.F[P-](F)(F)(F)(F)F.CCN(C(C)C)C(C)C. (2) Given the product [Br:15][C:10]1[CH:11]=[CH:12][CH:13]=[C:14]2[C:9]=1[C:8]([O:16][CH3:17])=[N:7][NH:6]2, predict the reactants needed to synthesize it. The reactants are: C(OC([N:6]1[C:14]2[C:9](=[C:10]([Br:15])[CH:11]=[CH:12][CH:13]=2)[C:8]([O:16][CH3:17])=[N:7]1)=O)C.O.[Li+].[OH-].